From a dataset of Full USPTO retrosynthesis dataset with 1.9M reactions from patents (1976-2016). Predict the reactants needed to synthesize the given product. (1) Given the product [C:27]([C:24]1[CH:23]=[CH:22][C:21]([C:12]2[C:13]([O:16][CH2:17][CH:18]3[CH2:20][CH2:19]3)=[CH:14][CH:15]=[C:10]([CH:5]([CH2:6][CH:7]([CH3:9])[CH3:8])[C:4]([OH:29])=[O:3])[CH:11]=2)=[CH:26][CH:25]=1)#[N:28], predict the reactants needed to synthesize it. The reactants are: C([O:3][C:4](=[O:29])[CH:5]([C:10]1[CH:11]=[C:12]([C:21]2[CH:26]=[CH:25][C:24]([C:27]#[N:28])=[CH:23][CH:22]=2)[C:13]([O:16][CH2:17][CH:18]2[CH2:20][CH2:19]2)=[CH:14][CH:15]=1)[CH2:6][CH:7]([CH3:9])[CH3:8])C.O.[OH-].[Li+]. (2) Given the product [NH2:8][C:9]1[CH:18]=[C:17]2[C:12]([N:13]=[C:14]([C:30]3[CH:31]=[CH:32][CH:33]=[CH:34][CH:35]=3)[C:15]([CH2:19][CH2:20][CH2:21][CH2:22][C:23]([O:25][CH3:26])=[O:24])=[N:16]2)=[CH:11][CH:10]=1, predict the reactants needed to synthesize it. The reactants are: C(OC([NH:8][C:9]1[CH:18]=[C:17]2[C:12]([N:13]=[C:14]([C:30]3[CH:35]=[CH:34][CH:33]=[CH:32][CH:31]=3)[C:15]([CH2:19][CH2:20][CH2:21][CH2:22][C:23]([O:25][C:26](C)(C)C)=[O:24])=[N:16]2)=[CH:11][CH:10]=1)=O)(C)(C)C.C(O)(C(F)(F)F)=O.O=S(Cl)Cl. (3) Given the product [CH:12]1([C:2]2[C:11]3[C:6](=[CH:7][CH:8]=[CH:9][CH:10]=3)[N:5]=[CH:4][CH:3]=2)[CH2:14][CH2:13]1, predict the reactants needed to synthesize it. The reactants are: Br[C:2]1[C:11]2[C:6](=[CH:7][CH:8]=[CH:9][CH:10]=2)[N:5]=[CH:4][CH:3]=1.[CH:12]1(B(O)O)[CH2:14][CH2:13]1.C1(P(C2CCCCC2)C2CCCCC2)CCCCC1.[O-]P([O-])([O-])=O.[K+].[K+].[K+]. (4) Given the product [O:31]1[CH2:36][CH2:35][CH:34]=[C:33]([C:10]2[N:15]=[CH:14][C:13]3[O:16][C:17]4[C:22]([C@@:23]5([CH2:28][CH2:27][O:26][C:25]([NH2:29])=[N:24]5)[C:12]=3[CH:11]=2)=[CH:21][C:20]([NH2:30])=[CH:19][CH:18]=4)[CH2:32]1, predict the reactants needed to synthesize it. The reactants are: P([O-])([O-])([O-])=O.[K+].[K+].[K+].Cl[C:10]1[N:15]=[CH:14][C:13]2[O:16][C:17]3[C:22]([C@@:23]4([CH2:28][CH2:27][O:26][C:25]([NH2:29])=[N:24]4)[C:12]=2[CH:11]=1)=[CH:21][C:20]([NH2:30])=[CH:19][CH:18]=3.[O:31]1[CH2:36][CH2:35][CH:34]=[C:33](B2OC(C)(C)C(C)(C)O2)[CH2:32]1. (5) Given the product [S:15]1[CH2:16][CH2:17][C:13]2[C:12]([C:18]([OH:20])=[O:19])=[C:8]3[C:7](=[C:6]([C:4]([OH:5])=[O:3])[C:14]1=2)[CH:11]=[CH:10][S:9]3, predict the reactants needed to synthesize it. The reactants are: C([O:3][C:4]([C:6]1(C(OCC)=O)[C:14]2[S:15][CH:16]=[CH:17][C:13]=2[C:12](C(OCC)=O)([C:18]([O:20]CC)=[O:19])[C:8]2[S:9][CH:10]=[CH:11][C:7]1=2)=[O:5])C.[OH-].[K+].Cl. (6) Given the product [CH2:8]([NH:10][C:5]([CH:1]1[CH2:4][CH2:3][CH2:2]1)=[O:6])[CH3:9], predict the reactants needed to synthesize it. The reactants are: [CH:1]1([C:5](Cl)=[O:6])[CH2:4][CH2:3][CH2:2]1.[CH2:8]([NH2:10])[CH3:9].C(N(CC)CC)C.